From a dataset of Forward reaction prediction with 1.9M reactions from USPTO patents (1976-2016). Predict the product of the given reaction. The product is: [S:30]1[C:31]2[CH:37]=[CH:36][CH:35]=[CH:34][C:32]=2[N:33]=[C:29]1[CH2:28][N:22]1[C:23](=[O:24])[C:5]2([C:4]3[C:8](=[CH:9][CH:10]=[C:2]([Cl:1])[CH:3]=3)[N:7]([CH2:11][C:12]([OH:14])=[O:13])[C:6]2=[O:19])[N:20]([CH3:26])[C:21]1=[O:25]. Given the reactants [Cl:1][C:2]1[CH:3]=[C:4]2[C:8](=[CH:9][CH:10]=1)[N:7]([CH2:11][C:12]([O:14]C(C)(C)C)=[O:13])[C:6](=[O:19])[C:5]12[C:23](=[O:24])[NH:22][C:21](=[O:25])[N:20]1[CH3:26].Br[CH2:28][C:29]1[S:30][C:31]2[CH:37]=[CH:36][CH:35]=[CH:34][C:32]=2[N:33]=1, predict the reaction product.